Dataset: Forward reaction prediction with 1.9M reactions from USPTO patents (1976-2016). Task: Predict the product of the given reaction. (1) The product is: [CH3:1][N:2]1[C:7]2=[CH:8][N:9]([CH2:11][CH2:12][S:13][C:14]([C:15]3[CH:20]=[CH:19][CH:18]=[CH:17][CH:16]=3)([C:21]3[CH:22]=[CH:23][CH:24]=[CH:25][CH:26]=3)[C:27]3[CH:32]=[CH:31][CH:30]=[CH:29][CH:28]=3)[C:10]([B:44]([OH:49])[OH:45])=[C:6]2[C:5](=[O:33])[N:4]([CH3:34])[C:3]1=[O:35]. Given the reactants [CH3:1][N:2]1[C:7]2=[CH:8][N:9]([CH2:11][CH2:12][S:13][C:14]([C:27]3[CH:32]=[CH:31][CH:30]=[CH:29][CH:28]=3)([C:21]3[CH:26]=[CH:25][CH:24]=[CH:23][CH:22]=3)[C:15]3[CH:20]=[CH:19][CH:18]=[CH:17][CH:16]=3)[CH:10]=[C:6]2[C:5](=[O:33])[N:4]([CH3:34])[C:3]1=[O:35].[Li+].CC([N-]C(C)C)C.[B:44](OC(C)C)([O:49]C(C)C)[O:45]C(C)C, predict the reaction product. (2) Given the reactants Cl[C:2]1[C:11]2[C:6](=[CH:7][CH:8]=[C:9]([C:12]([O:14]C)=[O:13])[CH:10]=2)[N:5]=[C:4]([C:16]([F:19])([F:18])[F:17])[CH:3]=1.C(=O)([O-])[O-].[Cs+].[Cs+].[NH:26]1[CH2:30][CH2:29][CH2:28][C@@H:27]1[CH2:31][OH:32].CN(C)C=O, predict the reaction product. The product is: [OH:32][CH2:31][C@H:27]1[CH2:28][CH2:29][CH2:30][N:26]1[C:2]1[C:11]2[C:6](=[CH:7][CH:8]=[C:9]([C:12]([OH:14])=[O:13])[CH:10]=2)[N:5]=[C:4]([C:16]([F:19])([F:18])[F:17])[CH:3]=1. (3) Given the reactants CON(C)[C:4](=[O:15])[C:5]1[CH:10]=[CH:9][C:8]([C:11]([F:14])([F:13])[F:12])=[CH:7][CH:6]=1.[CH3:17][CH:18]([CH3:23])[CH2:19][CH2:20][Mg]Br, predict the reaction product. The product is: [CH3:17][CH:18]([CH3:23])[CH2:19][CH2:20][C:4]([C:5]1[CH:10]=[CH:9][C:8]([C:11]([F:14])([F:13])[F:12])=[CH:7][CH:6]=1)=[O:15]. (4) The product is: [Cl-:16].[CH:1]1([C@@H:4]([NH3+:9])[C:5]([F:8])([F:7])[F:6])[CH2:3][CH2:2]1. Given the reactants [CH:1]1([C@@H:4]([NH:9]S(C(C)(C)C)=O)[C:5]([F:8])([F:7])[F:6])[CH2:3][CH2:2]1.[ClH:16].O1CCOCC1, predict the reaction product. (5) Given the reactants CO[C:3]([C:5]1[N:6]=[C:7]([C:23]2[CH:24]=[N:25][CH:26]=[C:27]([F:29])[CH:28]=2)[C:8]2[C:13]([C:14]=1[OH:15])=[CH:12][CH:11]=[C:10]([O:16][C:17]1[CH:22]=[CH:21][CH:20]=[CH:19][CH:18]=1)[CH:9]=2)=[O:4].OC(C(F)(F)F)=O.[NH2:37][CH2:38][C:39]([CH3:44])([CH3:43])[C:40]([OH:42])=[O:41].C[O-].[Na+], predict the reaction product. The product is: [F:29][C:27]1[CH:28]=[C:23]([C:7]2[C:8]3[C:13](=[CH:12][CH:11]=[C:10]([O:16][C:17]4[CH:22]=[CH:21][CH:20]=[CH:19][CH:18]=4)[CH:9]=3)[C:14]([OH:15])=[C:5]([C:3]([NH:37][CH2:38][C:39]([CH3:44])([CH3:43])[C:40]([OH:42])=[O:41])=[O:4])[N:6]=2)[CH:24]=[N:25][CH:26]=1. (6) Given the reactants [N:1]([CH2:4][C:5]1[CH:6]=[N:7][N:8]([CH2:11][CH2:12][O:13][CH3:14])[C:9]=1[CH3:10])=[N+]=[N-].COCCN1C(C)=C(C(OCC)=O)C=N1, predict the reaction product. The product is: [CH3:14][O:13][CH2:12][CH2:11][N:8]1[C:9]([CH3:10])=[C:5]([CH2:4][NH2:1])[CH:6]=[N:7]1.